From a dataset of Ames mutagenicity test results for genotoxicity prediction. Regression/Classification. Given a drug SMILES string, predict its toxicity properties. Task type varies by dataset: regression for continuous values (e.g., LD50, hERG inhibition percentage) or binary classification for toxic/non-toxic outcomes (e.g., AMES mutagenicity, cardiotoxicity, hepatotoxicity). Dataset: ames. (1) The molecule is OC(Nc1snc2ccccc12)C(Cl)(Cl)Cl. The result is 0 (non-mutagenic). (2) The molecule is O=C(O)CCCCCCCCC(=O)O. The result is 0 (non-mutagenic).